Dataset: Full USPTO retrosynthesis dataset with 1.9M reactions from patents (1976-2016). Task: Predict the reactants needed to synthesize the given product. (1) Given the product [Cl:17][C:16]1[C:11]2[B:12]([OH:15])[O:13][CH2:14][C:10]=2[CH:9]=[C:8]([F:18])[C:7]=1[O:6][CH2:5][C:2]([NH:1][C:27](=[O:28])[C:26]1[CH:30]=[CH:31][C:23]([O:22][C:21]([F:20])([F:32])[F:33])=[CH:24][CH:25]=1)([C:3]#[N:4])[CH3:19], predict the reactants needed to synthesize it. The reactants are: [NH2:1][C:2]([CH3:19])([CH2:5][O:6][C:7]1[C:8]([F:18])=[CH:9][C:10]2[CH2:14][O:13][B:12]([OH:15])[C:11]=2[C:16]=1[Cl:17])[C:3]#[N:4].[F:20][C:21]([F:33])([F:32])[O:22][C:23]1[CH:31]=[CH:30][C:26]([C:27](O)=[O:28])=[CH:25][CH:24]=1.CN(C(ON1N=NC2C=CC=NC1=2)=[N+](C)C)C.F[P-](F)(F)(F)(F)F.CCN(C(C)C)C(C)C. (2) Given the product [CH3:20][NH:21][C:22]1[C:26](/[CH:27]=[CH:1]/[P:10](=[O:17])([O:11][CH2:12][CH3:13])[O:14][CH2:15][CH3:16])=[CH:25][N:24]([C:29]2[CH:34]=[CH:33][CH:32]=[CH:31][CH:30]=2)[N:23]=1, predict the reactants needed to synthesize it. The reactants are: [CH2:1]([P:10](=[O:17])([O:14][CH2:15][CH3:16])[O:11][CH2:12][CH3:13])P(=O)(OCC)OCC.[H-].[Na+].[CH3:20][NH:21][C:22]1[C:26]([CH:27]=O)=[CH:25][N:24]([C:29]2[CH:34]=[CH:33][CH:32]=[CH:31][CH:30]=2)[N:23]=1.O. (3) Given the product [CH2:13]1[C:7]2=[C:6]3[C:11](=[CH:10][CH:9]=[CH:8]2)[CH2:12][CH:3]([CH2:2][N:5]2[CH2:4][CH2:3][C:23]4([C:8]5[C:7](=[CH:6][CH:11]=[CH:10][CH:9]=5)[CH2:13][CH2:14]4)[CH2:21][CH2:22]2)[CH2:4][N:5]3[CH2:14]1, predict the reactants needed to synthesize it. The reactants are: O[CH2:2][CH:3]1[CH2:12][C:11]2[C:6]3=[C:7]([CH2:13][CH2:14][N:5]3[CH2:4]1)[CH:8]=[CH:9][CH:10]=2.C([O-])([O-])=O.[K+].[K+].[CH:21](O)([CH3:23])[CH3:22]. (4) Given the product [C:21]([O:20][C:18]([N:12]1[CH2:17][CH2:16][N:15]([CH2:1][C:3]2[CH:4]=[C:5]([CH:9]=[CH:10][CH:11]=2)[C:6]([OH:8])=[O:7])[CH2:14][CH2:13]1)=[O:19])([CH3:24])([CH3:22])[CH3:23], predict the reactants needed to synthesize it. The reactants are: [CH:1]([C:3]1[CH:4]=[C:5]([CH:9]=[CH:10][CH:11]=1)[C:6]([OH:8])=[O:7])=O.[N:12]1([C:18]([O:20][C:21]([CH3:24])([CH3:23])[CH3:22])=[O:19])[CH2:17][CH2:16][NH:15][CH2:14][CH2:13]1.[BH3-]C#N.[Na+]. (5) Given the product [Cl:12][C:5]1[N:6]=[C:7]([CH3:8])[C:2]([CH3:1])=[CH:3][CH:4]=1, predict the reactants needed to synthesize it. The reactants are: [CH3:1][C:2]1[CH:3]=[CH:4][C:5](=O)[NH:6][C:7]=1[CH3:8].P(Cl)(Cl)([Cl:12])=O.P(Cl)(Cl)(Cl)(Cl)Cl.[OH-].[K+].C(=O)([O-])[O-].[K+].[K+]. (6) Given the product [F:10][C:9]([F:12])([F:11])[CH:3]=[C:4]([CH3:8])[C:5]([OH:7])=[O:6], predict the reactants needed to synthesize it. The reactants are: C([C:3]([C:9]([F:12])([F:11])[F:10])=[C:4]([CH3:8])[C:5]([OH:7])=[O:6])C.